Task: Predict the product of the given reaction.. Dataset: Forward reaction prediction with 1.9M reactions from USPTO patents (1976-2016) (1) Given the reactants Br[C:2]1[CH:11]=[C:10]2[C:5]([C:6]([C:13]3[CH:18]=[CH:17][C:16]([F:19])=[CH:15][CH:14]=3)=[CH:7][C:8](=[O:12])[O:9]2)=[CH:4][CH:3]=1.[SH:20][C:21]1[S:22][C:23]([C:26]([OH:30])([CH2:28][CH3:29])[CH3:27])=[CH:24][N:25]=1.C([O-])([O-])=O.[K+].[K+], predict the reaction product. The product is: [F:19][C:16]1[CH:17]=[CH:18][C:13]([C:6]2[C:5]3[C:10](=[CH:11][C:2]([S:20][C:21]4[S:22][C:23]([C:26]([OH:30])([CH3:27])[CH2:28][CH3:29])=[CH:24][N:25]=4)=[CH:3][CH:4]=3)[O:9][C:8](=[O:12])[CH:7]=2)=[CH:14][CH:15]=1. (2) Given the reactants [C:9](O[C:9]([O:11][C:12]([CH3:15])([CH3:14])[CH3:13])=[O:10])([O:11][C:12]([CH3:15])([CH3:14])[CH3:13])=[O:10].C[N:17]([C:19]1[CH:24]=[CH:23][CH:22]=[CH:21]N=1)[CH3:18].[CH2:25](N(CC)CC)C, predict the reaction product. The product is: [C:12]([O:11][C:9]([N:17]1[CH2:18][CH:25]2[CH2:21][CH2:22][CH2:23][CH:24]2[CH2:19]1)=[O:10])([CH3:13])([CH3:14])[CH3:15]. (3) Given the reactants [Cl:1][C:2]1[CH:7]=[C:6](I)[CH:5]=[C:4]([Cl:9])[C:3]=1[NH:10][C:11]1[C:20]2[CH:21]=[CH:22][NH:23][C:24](=[O:25])[C:19]=2[C:18]2[C:13](=[CH:14][CH:15]=[N:16][CH:17]=2)[N:12]=1.C(N(CC)CC)C.[CH3:33][C:34]([OH:38])([C:36]#[CH:37])[CH3:35], predict the reaction product. The product is: [Cl:1][C:2]1[CH:7]=[C:6]([C:37]#[C:36][C:34]([OH:38])([CH3:35])[CH3:33])[CH:5]=[C:4]([Cl:9])[C:3]=1[NH:10][C:11]1[C:20]2[CH:21]=[CH:22][NH:23][C:24](=[O:25])[C:19]=2[C:18]2[C:13](=[CH:14][CH:15]=[N:16][CH:17]=2)[N:12]=1.